The task is: Predict which catalyst facilitates the given reaction.. This data is from Catalyst prediction with 721,799 reactions and 888 catalyst types from USPTO. (1) Reactant: [C:1]([O:5][C:6]([NH:8][C:9]1[CH:14]=[CH:13][C:12]([N+:15]([O-])=O)=[CH:11][N:10]=1)=[O:7])([CH3:4])([CH3:3])[CH3:2]. Product: [NH2:15][C:12]1[CH:13]=[CH:14][C:9]([NH:8][C:6]([O:5][C:1]([CH3:4])([CH3:3])[CH3:2])=[O:7])=[N:10][CH:11]=1. The catalyst class is: 381. (2) Reactant: [ClH:1].[CH2:2]([N:6]([CH2:20][CH2:21][CH2:22][CH3:23])[CH2:7][CH2:8][CH2:9][O:10][C:11]1[CH:19]=[CH:18][C:14]([C:15](O)=[O:16])=[CH:13][CH:12]=1)[CH2:3][CH2:4][CH3:5].S(Cl)([Cl:26])=O. Product: [ClH:26].[CH2:2]([N:6]([CH2:20][CH2:21][CH2:22][CH3:23])[CH2:7][CH2:8][CH2:9][O:10][C:11]1[CH:19]=[CH:18][C:14]([C:15]([Cl:1])=[O:16])=[CH:13][CH:12]=1)[CH2:3][CH2:4][CH3:5]. The catalyst class is: 4. (3) Product: [CH:12](=[N:11][S:8]([C:5]1[CH:4]=[CH:3][C:2]([CH3:1])=[CH:7][CH:6]=1)(=[O:10])=[O:9])[C:13]1[CH:18]=[CH:17][CH:16]=[CH:15][CH:14]=1. The catalyst class is: 11. Reactant: [CH3:1][C:2]1[CH:3]=[CH:4][C:5]([S:8]([NH2:11])(=[O:10])=[O:9])=[CH:6][CH:7]=1.[CH:12](=O)[C:13]1[CH:18]=[CH:17][CH:16]=[CH:15][CH:14]=1. (4) Reactant: [OH:1][C:2]1[CH:3]=[C:4]2[C:8](=[CH:9][CH:10]=1)[N:7]([Si:11]([CH:18]([CH3:20])[CH3:19])([CH:15]([CH3:17])[CH3:16])[CH:12]([CH3:14])[CH3:13])[CH:6]=[C:5]2[CH2:21][CH2:22][N:23]1[C:31](=[O:32])[C:30]2[C:25](=[CH:26][CH:27]=[CH:28][CH:29]=2)[C:24]1=[O:33].C(=O)([O-])[O-].[Cs+].[Cs+].I[CH2:41][CH2:42][CH3:43].CCOC(C)=O. Product: [CH2:41]([O:1][C:2]1[CH:3]=[C:4]2[C:8](=[CH:9][CH:10]=1)[N:7]([Si:11]([CH:12]([CH3:14])[CH3:13])([CH:18]([CH3:19])[CH3:20])[CH:15]([CH3:16])[CH3:17])[CH:6]=[C:5]2[CH2:21][CH2:22][N:23]1[C:24](=[O:33])[C:25]2[C:30](=[CH:29][CH:28]=[CH:27][CH:26]=2)[C:31]1=[O:32])[CH2:42][CH3:43]. The catalyst class is: 3. (5) Reactant: [C:1](Cl)(=[O:4])[CH:2]=[CH2:3].[CH2:6]([NH2:10])[CH:7]([NH2:9])[CH3:8]. Product: [CH2:6]([NH:10][C:1](=[O:4])[CH:2]=[CH2:3])[CH:7]([NH:9][C:1](=[O:4])[CH:2]=[CH2:3])[CH3:8]. The catalyst class is: 10. (6) Reactant: O=S(Cl)Cl.[CH2:5]([N:12]1[CH2:16][CH2:15][C:14]2([CH2:21][CH2:20][C:19]([C:23]3[CH:24]=[N:25][CH:26]=[CH:27][CH:28]=3)(O)[CH2:18][CH2:17]2)[CH2:13]1)[C:6]1[CH:11]=[CH:10][CH:9]=[CH:8][CH:7]=1. Product: [CH2:5]([N:12]1[CH2:16][CH2:15][C:14]2([CH2:21][CH2:20][C:19]([C:23]3[CH:24]=[N:25][CH:26]=[CH:27][CH:28]=3)=[CH:18][CH2:17]2)[CH2:13]1)[C:6]1[CH:7]=[CH:8][CH:9]=[CH:10][CH:11]=1. The catalyst class is: 17.